Dataset: NCI-60 drug combinations with 297,098 pairs across 59 cell lines. Task: Regression. Given two drug SMILES strings and cell line genomic features, predict the synergy score measuring deviation from expected non-interaction effect. Cell line: OVCAR-8. Drug 1: C1CCC(CC1)NC(=O)N(CCCl)N=O. Synergy scores: CSS=11.5, Synergy_ZIP=-8.08, Synergy_Bliss=-8.36, Synergy_Loewe=-13.3, Synergy_HSA=-7.29. Drug 2: C1CC(C1)(C(=O)O)C(=O)O.[NH2-].[NH2-].[Pt+2].